Dataset: CYP3A4 inhibition data for predicting drug metabolism from PubChem BioAssay. Task: Regression/Classification. Given a drug SMILES string, predict its absorption, distribution, metabolism, or excretion properties. Task type varies by dataset: regression for continuous measurements (e.g., permeability, clearance, half-life) or binary classification for categorical outcomes (e.g., BBB penetration, CYP inhibition). Dataset: cyp3a4_veith. (1) The molecule is COc1ccc(CNc2ncncc2-c2ccccc2CN(C)C)c(OC)c1. The result is 1 (inhibitor). (2) The compound is N#CC(C#N)=CNCCN1CCN(C=C(C#N)C#N)CC1. The result is 0 (non-inhibitor). (3) The drug is CCCCc1nc2ccccc2c(=O)n1-c1ccccc1[N+](=O)[O-]. The result is 1 (inhibitor). (4) The compound is O=C(O)c1cc(=O)c2ccccc2[nH]1. The result is 0 (non-inhibitor). (5) The compound is C#CCOC(=O)C1=CCCN(C)C1.Cc1ccc(S(=O)(=O)O)cc1. The result is 0 (non-inhibitor). (6) The molecule is CCC1(O)c2ccccc2-c2ncccc21. The result is 0 (non-inhibitor). (7) The compound is COC(=O)[C@@]1(Cc2ccc(OC)cc2)[C@H]2c3cc(C(=O)N4CCCC4)n(CCc4c[nH]c5ccc(O)cc45)c3C[C@H]2CN1C(=O)c1ccccc1. The result is 1 (inhibitor). (8) The compound is O=C(Nc1ccccc1)N1CCCC2(CCN(C(=O)Oc3ccccc3)CC2)C1. The result is 1 (inhibitor). (9) The compound is C[C@@H]1OC(=O)C[C@H](O)C[C@H](O)C[C@H](O)CC[C@H](O)[C@H](O)CC(=O)C[C@H](O)[C@H](C(=O)O)[C@H](O)C[C@H](O[C@@H]2O[C@@H](C)[C@H](O)[C@@H](N)[C@@H]2O)C=CC=CC=CC=CCCC=CC=C[C@@](C)(O)[C@@H](O)[C@H]1C. The result is 0 (non-inhibitor).